From a dataset of Catalyst prediction with 721,799 reactions and 888 catalyst types from USPTO. Predict which catalyst facilitates the given reaction. Reactant: [Br:1][C:2]1[N:7]=[C:6]([N:8]([CH2:12][C:13]2[CH:18]=[CH:17][C:16]([C:19]#[N:20])=[CH:15][C:14]=2[Cl:21])[C:9](=O)[CH3:10])[C:5]([N+:22]([O-])=O)=[CH:4][CH:3]=1.C(O)(=O)C. Product: [Br:1][C:2]1[N:7]=[C:6]2[N:8]([CH2:12][C:13]3[CH:18]=[CH:17][C:16]([C:19]#[N:20])=[CH:15][C:14]=3[Cl:21])[C:9]([CH3:10])=[N:22][C:5]2=[CH:4][CH:3]=1. The catalyst class is: 186.